Predict the reactants needed to synthesize the given product. From a dataset of Full USPTO retrosynthesis dataset with 1.9M reactions from patents (1976-2016). (1) Given the product [F:13][C:14]1[CH:19]=[C:18]([F:20])[CH:17]=[CH:16][C:15]=1[CH2:21][NH:22][C:23]([C:25]1[C:26](=[O:41])[C:27]([O:40][CH2:2][O:3][C:4]([O:6][CH2:7][C:8]([O:10][CH3:11])=[O:9])=[O:5])=[C:28]2[C:33](=[O:34])[N:32]3[C@@H:35]([CH3:38])[CH2:36][O:37][C@@H:31]3[CH2:30][N:29]2[CH:39]=1)=[O:24], predict the reactants needed to synthesize it. The reactants are: I[CH2:2][O:3][C:4]([O:6][CH2:7][C:8]([O:10][CH3:11])=[O:9])=[O:5].[Na].[F:13][C:14]1[CH:19]=[C:18]([F:20])[CH:17]=[CH:16][C:15]=1[CH2:21][NH:22][C:23]([C:25]1[C:26](=[O:41])[C:27]([OH:40])=[C:28]2[C:33](=[O:34])[N:32]3[C@@H:35]([CH3:38])[CH2:36][O:37][C@@H:31]3[CH2:30][N:29]2[CH:39]=1)=[O:24].C(=O)([O-])[O-].[K+].[K+]. (2) Given the product [Br:19][C:16]1[CH:17]=[CH:18][C:13]([O:12][CH:10]2[CH2:11][NH:8][CH2:9]2)=[C:14]([O:20][CH3:21])[CH:15]=1, predict the reactants needed to synthesize it. The reactants are: C(OC([N:8]1[CH2:11][CH:10]([O:12][C:13]2[CH:18]=[CH:17][C:16]([Br:19])=[CH:15][C:14]=2[O:20][CH3:21])[CH2:9]1)=O)(C)(C)C.